Dataset: Catalyst prediction with 721,799 reactions and 888 catalyst types from USPTO. Task: Predict which catalyst facilitates the given reaction. (1) Reactant: Cl[C:2]1[N:7]=[C:6]([C:8]2[N:12]3[CH:13]=[CH:14][CH:15]=[CH:16][C:11]3=[N:10][CH:9]=2)[CH:5]=[CH:4][N:3]=1.N1C=CN2C=CC=CC=12.Cl.[NH2:27][C@H:28]([C:30]1[C:31](=[O:41])[NH:32][C:33]2[C:38]([CH:39]=1)=[CH:37][C:36]([Cl:40])=[CH:35][CH:34]=2)[CH3:29].CCN(C(C)C)C(C)C. Product: [Cl:40][C:36]1[CH:37]=[C:38]2[C:33](=[CH:34][CH:35]=1)[NH:32][C:31](=[O:41])[C:30]([C@@H:28]([NH:27][C:2]1[N:7]=[C:6]([C:8]3[N:12]4[CH:13]=[CH:14][CH:15]=[CH:16][C:11]4=[N:10][CH:9]=3)[CH:5]=[CH:4][N:3]=1)[CH3:29])=[CH:39]2. The catalyst class is: 148. (2) Reactant: [C:1]([O:6][CH2:7][CH2:8][N:9]=[C:10]=[O:11])(=[O:5])[C:2]([CH3:4])=[CH2:3].[CH3:12][C:13]1[C:17]([CH3:18])=[CH:16][NH:15][N:14]=1. Product: [C:1]([O:6][CH2:7][CH2:8][NH:9][C:10]([N:15]1[CH:16]=[C:17]([CH3:18])[C:13]([CH3:12])=[N:14]1)=[O:11])(=[O:5])[C:2]([CH3:4])=[CH2:3]. The catalyst class is: 7. (3) Reactant: [F:1][C:2]1[CH:7]=[CH:6][C:5]([N+:8]([O-])=O)=[CH:4][C:3]=1[N:11]1[C:15](=[O:16])[NH:14][N:13]=[N:12]1. Product: [NH2:8][C:5]1[CH:6]=[CH:7][C:2]([F:1])=[C:3]([N:11]2[C:15](=[O:16])[NH:14][N:13]=[N:12]2)[CH:4]=1. The catalyst class is: 43. (4) Reactant: Br.[CH3:2][CH:3]1[CH2:9][NH:8][CH2:7][CH2:6][C:5]2[N:10]=[C:11]([OH:14])[CH:12]=[CH:13][C:4]1=2.CCN(CC)CC.[C:22](O[C:22]([C:24]([F:27])([F:26])[F:25])=[O:23])([C:24]([F:27])([F:26])[F:25])=[O:23]. Product: [CH3:2][CH:3]1[CH2:9][N:8]([C:22](=[O:23])[C:24]([F:27])([F:26])[F:25])[CH2:7][CH2:6][C:5]2[N:10]=[C:11]([OH:14])[CH:12]=[CH:13][C:4]1=2. The catalyst class is: 59. (5) The catalyst class is: 113. Reactant: [C:1]1([NH:7][S:8](Cl)(=[O:10])=[O:9])[CH:6]=[CH:5][CH:4]=[CH:3][CH:2]=1.Cl.[Cl:13][CH2:14][CH2:15][NH:16][CH2:17][CH2:18][Cl:19]. Product: [Cl:13][CH2:14][CH2:15][N:16]([CH2:17][CH2:18][Cl:19])[S:8]([NH:7][C:1]1[CH:6]=[CH:5][CH:4]=[CH:3][CH:2]=1)(=[O:10])=[O:9]. (6) Reactant: O(S(C(F)(F)F)(=O)=O)S(C(F)(F)F)(=O)=O.[CH2:16]([O:23][N:24]1[C:30](=[O:31])[N:29]2[CH2:32][C@H:25]1[CH2:26][CH2:27][C@H:28]2[C:33]([NH:35][NH:36][C:37](=[O:49])[CH2:38][CH2:39][N:40]([CH3:48])[C:41](=[O:47])[O:42][C:43]([CH3:46])([CH3:45])[CH3:44])=O)[C:17]1[CH:22]=[CH:21][CH:20]=[CH:19][CH:18]=1.N1C=CC=CC=1.C([O-])(O)=O.[Na+]. Product: [CH2:16]([O:23][N:24]1[C:30](=[O:31])[N:29]2[CH2:32][C@H:25]1[CH2:26][CH2:27][C@H:28]2[C:33]1[O:49][C:37]([CH2:38][CH2:39][N:40]([CH3:48])[C:41](=[O:47])[O:42][C:43]([CH3:44])([CH3:45])[CH3:46])=[N:36][N:35]=1)[C:17]1[CH:22]=[CH:21][CH:20]=[CH:19][CH:18]=1. The catalyst class is: 2. (7) Reactant: [CH3:1][N:2]1[CH2:7][CH2:6][CH:5]([C:8]2[CH:13]=[CH:12][C:11]([C:14]3[CH:19]=[C:18]([O:20][C:21]4[CH:22]=[N:23][C:24]([N+:27]([O-])=O)=[CH:25][CH:26]=4)[CH:17]=[CH:16][N:15]=3)=[CH:10][CH:9]=2)[CH2:4][CH2:3]1.[Sn](Cl)Cl. Product: [CH3:1][N:2]1[CH2:3][CH2:4][CH:5]([C:8]2[CH:9]=[CH:10][C:11]([C:14]3[CH:19]=[C:18]([O:20][C:21]4[CH:26]=[CH:25][C:24]([NH2:27])=[N:23][CH:22]=4)[CH:17]=[CH:16][N:15]=3)=[CH:12][CH:13]=2)[CH2:6][CH2:7]1. The catalyst class is: 871.